From a dataset of Catalyst prediction with 721,799 reactions and 888 catalyst types from USPTO. Predict which catalyst facilitates the given reaction. (1) Reactant: [Cl:1][C:2]1[N:7]=[CH:6][C:5]([C:8](Cl)=[O:9])=[CH:4][CH:3]=1.O[NH:12][C:13](=[NH:18])[C:14]([CH3:17])([CH3:16])[CH3:15]. Product: [C:14]([C:13]1[N:18]=[C:8]([C:5]2[CH:4]=[CH:3][C:2]([Cl:1])=[N:7][CH:6]=2)[O:9][N:12]=1)([CH3:17])([CH3:16])[CH3:15]. The catalyst class is: 11. (2) Reactant: [Cl:1][C:2]1[CH:3]=[N+:4]([O-:43])[CH:5]=[C:6]([Cl:42])[C:7]=1[CH2:8][C@@H:9]([C:27]1[CH:32]=[CH:31][C:30]([O:33][CH:34]([F:36])[F:35])=[C:29]([O:37][CH2:38][CH:39]2[CH2:41][CH2:40]2)[CH:28]=1)[O:10][C:11](=[O:26])[C:12]1[CH:17]=[CH:16][C:15]([O:18][CH3:19])=[C:14]([O:20][S:21]([CH:24]=[CH2:25])(=[O:23])=[O:22])[CH:13]=1.[NH:44]([CH2:48][CH2:49][OH:50])[CH2:45][CH2:46][OH:47]. Product: [OH:47][CH2:46][CH2:45][N:44]([CH2:48][CH2:49][OH:50])[CH2:25][CH2:24][S:21]([O:20][C:14]1[CH:13]=[C:12]([CH:17]=[CH:16][C:15]=1[O:18][CH3:19])[C:11]([O:10][C@H:9]([C:27]1[CH:32]=[CH:31][C:30]([O:33][CH:34]([F:35])[F:36])=[C:29]([O:37][CH2:38][CH:39]2[CH2:41][CH2:40]2)[CH:28]=1)[CH2:8][C:7]1[C:6]([Cl:42])=[CH:5][N+:4]([O-:43])=[CH:3][C:2]=1[Cl:1])=[O:26])(=[O:23])=[O:22]. The catalyst class is: 14. (3) Reactant: [N+:1]([C:4]1[C:5]([O:18][CH3:19])=[C:6]([C:10]2[CH:11]=[C:12]([C:15]([OH:17])=[O:16])[O:13][CH:14]=2)[CH:7]=[CH:8][CH:9]=1)([O-])=O.C([O-])=O.[NH4+]. Product: [NH2:1][C:4]1[C:5]([O:18][CH3:19])=[C:6]([C:10]2[CH:11]=[C:12]([C:15]([OH:17])=[O:16])[O:13][CH:14]=2)[CH:7]=[CH:8][CH:9]=1. The catalyst class is: 78. (4) Reactant: Cl[C:2]1[C:3]2[C:4](=[CH:18][N:19](CC3C=CC(OC)=CC=3)[N:20]=2)[N:5]=[C:6]([C:8]2[CH:9]=[C:10]([CH:15]=[CH:16][CH:17]=2)[C:11]([O:13][CH3:14])=[O:12])[N:7]=1.[NH2:30][C:31]1[CH:40]=[C:39]2[C:34]([CH2:35][CH2:36][C:37](=[O:41])[NH:38]2)=[CH:33][CH:32]=1.Cl. Product: [O:41]=[C:37]1[CH2:36][CH2:35][C:34]2[C:39](=[CH:40][C:31]([NH:30][C:2]3[C:3]4[NH:20][N:19]=[CH:18][C:4]=4[N:5]=[C:6]([C:8]4[CH:9]=[C:10]([CH:15]=[CH:16][CH:17]=4)[C:11]([O:13][CH3:14])=[O:12])[N:7]=3)=[CH:32][CH:33]=2)[NH:38]1. The catalyst class is: 71.